Dataset: Catalyst prediction with 721,799 reactions and 888 catalyst types from USPTO. Task: Predict which catalyst facilitates the given reaction. Reactant: [C:1]12([CH2:11][NH:12][C:13](=[O:16])[CH2:14]Cl)[CH2:10][CH:5]3[CH2:6][CH:7]([CH2:9][CH:3]([CH2:4]3)[CH2:2]1)[CH2:8]2.[O:17]1[C:21]2[CH:22]=[CH:23][C:24]([CH2:26][N:27]3[CH2:32][CH2:31][NH:30][CH2:29][CH2:28]3)=[CH:25][C:20]=2[O:19][CH2:18]1.C([O-])([O-])=O.[K+].[K+].C(O)(C(F)(F)F)=O. Product: [C:1]12([CH2:11][NH:12][C:13](=[O:16])[CH2:14][N:30]3[CH2:31][CH2:32][N:27]([CH2:26][C:24]4[CH:23]=[CH:22][C:21]5[O:17][CH2:18][O:19][C:20]=5[CH:25]=4)[CH2:28][CH2:29]3)[CH2:10][CH:5]3[CH2:6][CH:7]([CH2:9][CH:3]([CH2:4]3)[CH2:2]1)[CH2:8]2. The catalyst class is: 2.